This data is from Catalyst prediction with 721,799 reactions and 888 catalyst types from USPTO. The task is: Predict which catalyst facilitates the given reaction. Reactant: [BH4-].[Na+].[Si:3]([O:10][CH:11]1[CH2:16][CH2:15][C:14](=[O:17])[CH2:13][CH2:12]1)([C:6]([CH3:9])([CH3:8])[CH3:7])([CH3:5])[CH3:4]. Product: [Si:3]([O:10][CH:11]1[CH2:16][CH2:15][CH:14]([OH:17])[CH2:13][CH2:12]1)([C:6]([CH3:9])([CH3:8])[CH3:7])([CH3:5])[CH3:4]. The catalyst class is: 125.